Dataset: Full USPTO retrosynthesis dataset with 1.9M reactions from patents (1976-2016). Task: Predict the reactants needed to synthesize the given product. (1) Given the product [F:25][C:24]([F:27])([F:26])[C:22]([OH:28])=[O:23].[F:20][C:17]1[CH:16]=[CH:15][C:14]([C:12]2[N:13]=[C:9]([NH:8][CH2:7][C:6]([OH:21])=[O:5])[S:10][CH:11]=2)=[CH:19][CH:18]=1, predict the reactants needed to synthesize it. The reactants are: C([O:5][C:6](=[O:21])[CH2:7][NH:8][C:9]1[S:10][CH:11]=[C:12]([C:14]2[CH:19]=[CH:18][C:17]([F:20])=[CH:16][CH:15]=2)[N:13]=1)(C)(C)C.[C:22]([OH:28])([C:24]([F:27])([F:26])[F:25])=[O:23]. (2) Given the product [CH2:1]([CH:3]([CH2:6][CH2:7][CH2:8][CH3:9])[CH2:4][O:5][C:18](=[O:17])[C:19]1[CH:20]=[CH:21][C:22]([N:25]([CH3:26])[CH3:27])=[CH:23][CH:24]=1)[CH3:2], predict the reactants needed to synthesize it. The reactants are: [CH2:1]([CH:3]([CH2:6][CH2:7][CH2:8][CH3:9])[CH2:4][OH:5])[CH3:2].C(=O)([O-])[O-].[K+].[K+].C[O:17][C:18](=O)[C:19]1[CH:24]=[CH:23][C:22]([N:25]([CH3:27])[CH3:26])=[CH:21][CH:20]=1.